This data is from Full USPTO retrosynthesis dataset with 1.9M reactions from patents (1976-2016). The task is: Predict the reactants needed to synthesize the given product. Given the product [CH2:1]([O:3][P:4]([C:9]1[CH:18]=[CH:17][C:16]2[C:11](=[C:12]([C:20]3[C:29]4[C:24](=[CH:25][CH:26]=[CH:27][CH:28]=4)[CH:23]=[CH:22][CH:21]=3)[CH:13]=[C:14]([C:31]3[S:30][CH:34]=[CH:33][CH:32]=3)[CH:15]=2)[N:10]=1)(=[O:8])[O:5][CH2:6][CH3:7])[CH3:2], predict the reactants needed to synthesize it. The reactants are: [CH2:1]([O:3][P:4]([C:9]1[CH:18]=[CH:17][C:16]2[C:11](=[C:12]([C:20]3[C:29]4[C:24](=[CH:25][CH:26]=[CH:27][CH:28]=4)[CH:23]=[CH:22][CH:21]=3)[CH:13]=[C:14](I)[CH:15]=2)[N:10]=1)(=[O:8])[O:5][CH2:6][CH3:7])[CH3:2].[S:30]1[CH:34]=[CH:33][CH:32]=[C:31]1B(O)O.C([O-])([O-])=O.[K+].[K+].